The task is: Regression. Given a peptide amino acid sequence and an MHC pseudo amino acid sequence, predict their binding affinity value. This is MHC class I binding data.. This data is from Peptide-MHC class I binding affinity with 185,985 pairs from IEDB/IMGT. (1) The peptide sequence is QEEVQQELY. The MHC is HLA-A23:01 with pseudo-sequence HLA-A23:01. The binding affinity (normalized) is 0. (2) The peptide sequence is SEILKTLGF. The MHC is HLA-B45:01 with pseudo-sequence HLA-B45:01. The binding affinity (normalized) is 0.317. (3) The peptide sequence is MQFKLGIPK. The MHC is HLA-A69:01 with pseudo-sequence HLA-A69:01. The binding affinity (normalized) is 0.0847.